This data is from NCI-60 drug combinations with 297,098 pairs across 59 cell lines. The task is: Regression. Given two drug SMILES strings and cell line genomic features, predict the synergy score measuring deviation from expected non-interaction effect. Drug 1: CC1OCC2C(O1)C(C(C(O2)OC3C4COC(=O)C4C(C5=CC6=C(C=C35)OCO6)C7=CC(=C(C(=C7)OC)O)OC)O)O. Drug 2: CC1C(C(CC(O1)OC2CC(OC(C2O)C)OC3=CC4=CC5=C(C(=O)C(C(C5)C(C(=O)C(C(C)O)O)OC)OC6CC(C(C(O6)C)O)OC7CC(C(C(O7)C)O)OC8CC(C(C(O8)C)O)(C)O)C(=C4C(=C3C)O)O)O)O. Cell line: SK-MEL-5. Synergy scores: CSS=29.5, Synergy_ZIP=-1.43, Synergy_Bliss=10.4, Synergy_Loewe=6.98, Synergy_HSA=8.68.